This data is from Full USPTO retrosynthesis dataset with 1.9M reactions from patents (1976-2016). The task is: Predict the reactants needed to synthesize the given product. (1) Given the product [Cl:44][C:41]1[CH:42]=[CH:43][C:38]([C@H:34]([C:35]([N:4]2[CH2:3][CH2:2][N:1]([C:7]3[CH:12]=[CH:11][N:10]=[C:9]4[NH:13][CH:14]=[C:15]([NH:16][C:17](=[O:24])[C:18]5[CH:23]=[CH:22][CH:21]=[N:20][CH:19]=5)[C:8]=34)[CH2:6][CH2:5]2)=[O:36])[CH2:33][N:32]([CH:45]([CH3:46])[CH3:47])[C:30](=[O:31])[O:29][C:25]([CH3:27])([CH3:26])[CH3:28])=[CH:39][CH:40]=1, predict the reactants needed to synthesize it. The reactants are: [N:1]1([C:7]2[CH:12]=[CH:11][N:10]=[C:9]3[NH:13][CH:14]=[C:15]([NH:16][C:17](=[O:24])[C:18]4[CH:23]=[CH:22][CH:21]=[N:20][CH:19]=4)[C:8]=23)[CH2:6][CH2:5][NH:4][CH2:3][CH2:2]1.[C:25]([O:29][C:30]([N:32]([CH:45]([CH3:47])[CH3:46])[CH2:33][C@H:34]([C:38]1[CH:43]=[CH:42][C:41]([Cl:44])=[CH:40][CH:39]=1)[C:35](O)=[O:36])=[O:31])([CH3:28])([CH3:27])[CH3:26].C1C=CC2N(O)N=NC=2C=1.O.CCN=C=NCCCN(C)C.CCN(C(C)C)C(C)C.C([O-])([O-])=O.[Na+].[Na+]. (2) Given the product [CH3:1][O:2][C:3]([C:5]1[CH:6]=[CH:7][C:8]2[N:12]=[N:11][N:10]([CH2:20][CH2:19][CH2:18][CH2:17][Cl:16])[C:9]=2[CH:13]=1)=[O:4], predict the reactants needed to synthesize it. The reactants are: [CH3:1][O:2][C:3]([C:5]1[CH:6]=[CH:7][C:8]2[N:12]=[N:11][NH:10][C:9]=2[CH:13]=1)=[O:4].[OH-].[Na+].[Cl:16][CH2:17][CH2:18][CH2:19][CH2:20]Br. (3) Given the product [Si:20]([O:23][C:24]1[C:29]([F:30])=[C:28]([B:37]([OH:42])[OH:38])[CH:27]=[CH:26][C:25]=1[CH:31]1[CH2:36][CH2:35][CH2:34][CH2:33][CH2:32]1)([C:16]([CH3:19])([CH3:17])[CH3:18])([CH3:22])[CH3:21], predict the reactants needed to synthesize it. The reactants are: CC1(C)CCCC(C)(C)N1.C([Li])CCC.[C:16]([Si:20]([O:23][C:24]1[C:29]([F:30])=[CH:28][CH:27]=[CH:26][C:25]=1[CH:31]1[CH2:36][CH2:35][CH2:34][CH2:33][CH2:32]1)([CH3:22])[CH3:21])([CH3:19])([CH3:18])[CH3:17].[B:37](OC(C)C)([O:42]C(C)C)[O:38]C(C)C. (4) Given the product [Cl:40][C:25]1[CH:24]=[C:23]([NH:22][C:15]([C:10]2[C:9]([C:6]3[CH:5]=[CH:4][C:3]([C:2]([F:1])([F:19])[F:18])=[CH:8][CH:7]=3)=[CH:14][CH:13]=[CH:12][CH:11]=2)=[O:17])[CH:28]=[CH:27][C:26]=1[N:29]([CH:30]=[O:31])[CH2:32][CH2:33][C:34]1[CH:39]=[CH:38][CH:37]=[CH:36][N:35]=1, predict the reactants needed to synthesize it. The reactants are: [F:1][C:2]([F:19])([F:18])[C:3]1[CH:8]=[CH:7][C:6]([C:9]2[C:10]([C:15]([OH:17])=O)=[CH:11][CH:12]=[CH:13][CH:14]=2)=[CH:5][CH:4]=1.Cl.Cl.[NH2:22][C:23]1[CH:28]=[CH:27][C:26]([N:29]([CH2:32][CH2:33][C:34]2[CH:39]=[CH:38][CH:37]=[CH:36][N:35]=2)[CH:30]=[O:31])=[C:25]([Cl:40])[CH:24]=1.C1C=CC2N(O)N=NC=2C=1.CCN=C=NCCCN(C)C. (5) Given the product [OH:37][CH:35]([CH3:36])[CH2:34][NH:33][C:24]([C:19]1[NH:20][C:21]2[C:17]([C:18]=1[C:27]1[CH:32]=[CH:31][CH:30]=[CH:29][CH:28]=1)=[CH:16][C:15]([NH:14][S:11]([C:8]1[CH:9]=[CH:10][C:5]([C:1]([CH3:3])([CH3:4])[CH3:2])=[CH:6][CH:7]=1)(=[O:12])=[O:13])=[CH:23][CH:22]=2)=[O:26], predict the reactants needed to synthesize it. The reactants are: [C:1]([C:5]1[CH:10]=[CH:9][C:8]([S:11]([NH:14][C:15]2[CH:16]=[C:17]3[C:21](=[CH:22][CH:23]=2)[NH:20][C:19]([C:24]([OH:26])=O)=[C:18]3[C:27]2[CH:32]=[CH:31][CH:30]=[CH:29][CH:28]=2)(=[O:13])=[O:12])=[CH:7][CH:6]=1)([CH3:4])([CH3:3])[CH3:2].[NH2:33][CH2:34][CH:35]([OH:37])[CH3:36]. (6) Given the product [CH2:15]([CH:8]([CH2:1][C:2]1[CH:7]=[CH:6][CH:5]=[CH:4][CH:3]=1)[CH2:9][C:10]([OH:12])=[O:11])[C:16]1[CH:17]=[CH:18][CH:19]=[CH:20][CH:21]=1, predict the reactants needed to synthesize it. The reactants are: [CH2:1]([CH:8]([CH2:15][C:16]1[CH:21]=[CH:20][CH:19]=[CH:18][CH:17]=1)[CH2:9][C:10]([O:12]CC)=[O:11])[C:2]1[CH:7]=[CH:6][CH:5]=[CH:4][CH:3]=1.[OH-].[K+].Cl. (7) Given the product [CH2:1]([C:8]1[CH:9]=[N:10][C:11]([N:14]2[CH2:19][CH2:18][N:17]([C:20]3[N:25]=[CH:24][N:23]=[C:22]([NH:26][C:27]4[CH:28]=[N:29][N:30]([CH2:32][CH:33]([OH:34])[CH2:37][OH:36])[CH:31]=4)[N:21]=3)[CH2:16][CH2:15]2)=[N:12][CH:13]=1)[C:2]1[CH:3]=[CH:4][CH:5]=[CH:6][CH:7]=1, predict the reactants needed to synthesize it. The reactants are: [CH2:1]([C:8]1[CH:9]=[N:10][C:11]([N:14]2[CH2:19][CH2:18][N:17]([C:20]3[N:25]=[CH:24][N:23]=[C:22]([NH:26][C:27]4[CH:28]=[N:29][N:30]([CH2:32][CH:33]5[CH2:37][O:36]C(C)(C)[O:34]5)[CH:31]=4)[N:21]=3)[CH2:16][CH2:15]2)=[N:12][CH:13]=1)[C:2]1[CH:7]=[CH:6][CH:5]=[CH:4][CH:3]=1.CC1C=CC(S(O)(=O)=O)=CC=1.